From a dataset of Forward reaction prediction with 1.9M reactions from USPTO patents (1976-2016). Predict the product of the given reaction. (1) Given the reactants [CH:1]([C:3]1[CH:4]=[CH:5][C:6]([N+:28]([O-:30])=[O:29])=[C:7]([NH:9][C:10]2[S:11][C:12]([C:25]([NH2:27])=[O:26])=[C:13]([C:15]3[CH:20]=[CH:19][CH:18]=[CH:17][C:16]=3[C:21]([F:24])([F:23])[F:22])[N:14]=2)[CH:8]=1)=O.C(O[BH-](OC(=O)C)OC(=O)C)(=O)C.[Na+].[CH3:45][N:46]1[CH2:51][CH2:50][NH:49][CH2:48][CH2:47]1, predict the reaction product. The product is: [CH3:45][N:46]1[CH2:51][CH2:50][N:49]([CH2:1][C:3]2[CH:4]=[CH:5][C:6]([N+:28]([O-:30])=[O:29])=[C:7]([NH:9][C:10]3[S:11][C:12]([C:25]([NH2:27])=[O:26])=[C:13]([C:15]4[CH:20]=[CH:19][CH:18]=[CH:17][C:16]=4[C:21]([F:23])([F:22])[F:24])[N:14]=3)[CH:8]=2)[CH2:48][CH2:47]1. (2) Given the reactants C1C=CC(N=NC2C=CC(N)=NC=2N)=CC=1.Cl.[Cr](Cl)([O-])(=O)=O.[Cl:23][C:24]1[CH:25]=[C:26]([C@@H:30]([OH:35])[C:31]([O:33][CH3:34])=[O:32])[CH:27]=[CH:28][CH:29]=1.[Cr](Cl)([O-])(=O)=O.[NH+]1C=CC=CC=1, predict the reaction product. The product is: [Cl:23][C:24]1[CH:25]=[C:26]([C:30](=[O:35])[C:31]([O:33][CH3:34])=[O:32])[CH:27]=[CH:28][CH:29]=1. (3) Given the reactants [NH2:1][C:2]1[CH:10]=[CH:9][C:8]([N+:11]([O-:13])=[O:12])=[CH:7][C:3]=1[C:4]([NH2:6])=[O:5].C(N(CC)CC)C.Cl[C:22](=[O:28])[C:23]([O:25][CH2:26][CH3:27])=[O:24].Cl, predict the reaction product. The product is: [NH2:6][C:4]([C:3]1[CH:7]=[C:8]([N+:11]([O-:13])=[O:12])[CH:9]=[CH:10][C:2]=1[NH:1][C:22](=[O:28])[C:23]([O:25][CH2:26][CH3:27])=[O:24])=[O:5]. (4) Given the reactants [Si:1]([O:8][CH2:9][C@@H:10]1[C@@H:14]([O:15][Si:16]([CH:23]([CH3:25])[CH3:24])([CH:20]([CH3:22])[CH3:21])[CH:17]([CH3:19])[CH3:18])[CH2:13][C@H:12]([NH:26][C:27]2[C:32]([C:33]([C:35]3[S:36][CH:37]=[C:38]([C:40]#[C:41][C:42]4[CH:47]=[CH:46][CH:45]=[CH:44][C:43]=4[O:48][CH3:49])[CH:39]=3)=[O:34])=[CH:31][N:30]=[CH:29][N:28]=2)[CH2:11]1)([C:4]([CH3:7])([CH3:6])[CH3:5])([CH3:3])[CH3:2], predict the reaction product. The product is: [Si:1]([O:8][CH2:9][C@@H:10]1[C@@H:14]([O:15][Si:16]([CH:17]([CH3:19])[CH3:18])([CH:20]([CH3:22])[CH3:21])[CH:23]([CH3:24])[CH3:25])[CH2:13][C@H:12]([NH:26][C:27]2[C:32]([C:33]([C:35]3[S:36][CH:37]=[C:38]([CH2:40][CH2:41][C:42]4[CH:47]=[CH:46][CH:45]=[CH:44][C:43]=4[O:48][CH3:49])[CH:39]=3)=[O:34])=[CH:31][N:30]=[CH:29][N:28]=2)[CH2:11]1)([C:4]([CH3:7])([CH3:6])[CH3:5])([CH3:2])[CH3:3]. (5) The product is: [ClH:14].[Cl:14][CH2:10][CH2:9][N:4]1[CH2:3][C@H:2]([CH3:1])[O:7][C@H:6]([CH3:8])[CH2:5]1. Given the reactants [CH3:1][C@H:2]1[O:7][C@@H:6]([CH3:8])[CH2:5][N:4]([CH2:9][CH2:10]O)[CH2:3]1.O=S(Cl)[Cl:14], predict the reaction product. (6) Given the reactants [H-].[Na+].[CH2:3]([O:10][C:11]1[CH:12]=[C:13]2[C:18](=[CH:19][CH:20]=1)[C:17]([O:21][C:22]1[CH:27]=[CH:26][C:25]([OH:28])=[CH:24][CH:23]=1)=[C:16]([C:29]1[CH:34]=[CH:33][C:32]([F:35])=[CH:31][CH:30]=1)[CH:15]=[CH:14]2)[C:4]1[CH:9]=[CH:8][CH:7]=[CH:6][CH:5]=1.Cl.[N:37](=[CH:45][CH2:46]Cl)[CH2:38][CH2:39][CH2:40][CH2:41][CH2:42][CH2:43]Cl.O, predict the reaction product. The product is: [CH2:3]([O:10][C:11]1[CH:12]=[C:13]2[C:18](=[CH:19][CH:20]=1)[C:17]([O:21][C:22]1[CH:27]=[CH:26][C:25]([O:28][CH2:46][CH2:45][N:37]3[CH2:43][CH2:42][CH2:41][CH2:40][CH2:39][CH2:38]3)=[CH:24][CH:23]=1)=[C:16]([C:29]1[CH:30]=[CH:31][C:32]([F:35])=[CH:33][CH:34]=1)[CH:15]=[CH:14]2)[C:4]1[CH:5]=[CH:6][CH:7]=[CH:8][CH:9]=1. (7) The product is: [C:17]1([CH3:28])[CH:18]=[CH:19][C:20]([S:23]([NH:26][N:27]=[C:7]([C:1]2[CH:6]=[CH:5][CH:4]=[CH:3][CH:2]=2)[C:8]([N:10]2[CH2:15][CH2:14][CH2:13][CH2:12][CH2:11]2)=[O:9])(=[O:24])=[O:25])=[CH:21][CH:22]=1. Given the reactants [C:1]1([C:7](=O)[C:8]([N:10]2[CH2:15][CH2:14][CH2:13][CH2:12][CH2:11]2)=[O:9])[CH:6]=[CH:5][CH:4]=[CH:3][CH:2]=1.[C:17]1([CH3:28])[CH:22]=[CH:21][C:20]([S:23]([NH:26][NH2:27])(=[O:25])=[O:24])=[CH:19][CH:18]=1, predict the reaction product. (8) The product is: [F:16][C:6]1[C:7]([O:14][CH3:15])=[CH:8][CH:9]=[C:10]2[C:5]=1[CH:4]=[C:1]([CH3:2])[NH:11]2. Given the reactants [C:1]([CH2:4][C:5]1[C:6]([F:16])=[C:7]([O:14][CH3:15])[CH:8]=[CH:9][C:10]=1[N+:11]([O-])=O)(=O)[CH3:2].C([O-])(=O)C.[NH4+], predict the reaction product.